The task is: Predict the reactants needed to synthesize the given product.. This data is from Full USPTO retrosynthesis dataset with 1.9M reactions from patents (1976-2016). (1) The reactants are: C(OC(N[C:9]1SC=[C:12]([C:14]2[N:18]=[C:17]([CH2:19][CH2:20][C:21]([O:23][CH3:24])=[O:22])[O:16][N:15]=2)[CH:13]=1)=O)(C)(C)C.[C:25]([O:29][C:30]([NH:32][C:33]1SC(C2N=C(CCC(OC)=O)ON=2)=CC=1)=[O:31])([CH3:28])([CH3:27])[CH3:26].C(OC(NC1N(C)N=CC=1C1N=C(CCC(OC)=O)ON=1)=O)(C)(C)C.N1C=CC=C1C1N=C(CCC(OC)=O)ON=1.CN1C=CC=C1C1N=C(CCC(OC)=O)ON=1.C([Si](C(C)C)(C(C)C)OCC1C=C(C2N=C(CCC(OC)=O)ON=2)C=CC=1)(C)C.C([Si](C(C)C)(C(C)C)OCC1C=CC(C2N=C(CCC(OC)=O)ON=2)=CC=1)(C)C.C(S(NC1SC=C(C2N=C(CCC(OC)=O)ON=2)C=1)(=O)=O)C.ClCC1N=C(CCC(OC)=O)ON=1.C(OC(NC1ON=C(C)C=1C1N=C(CCC(OC)=O)ON=1)=O)(C)(C)C. Given the product [C:25]([O:29][C:30]([N:32]1[CH2:33][CH2:9][CH2:13][CH:12]1[C:14]1[N:18]=[C:17]([CH2:19][CH2:20][C:21]([O:23][CH3:24])=[O:22])[O:16][N:15]=1)=[O:31])([CH3:28])([CH3:27])[CH3:26], predict the reactants needed to synthesize it. (2) Given the product [CH2:47]([N:48]([CH3:3])[CH2:49]/[CH:50]=[CH:51]/[C:10]1[CH:15]=[CH:14][C:13]([NH:16][C:17]([N:19]2[CH2:27][C:26]3[C:21](=[CH:22][CH:23]=[CH:24][CH:25]=3)[CH2:20]2)=[O:18])=[CH:12][CH:11]=1)[C:44]1[CH:43]=[CH:42][CH:41]=[CH:46][CH:45]=1, predict the reactants needed to synthesize it. The reactants are: N1C=C[C:3](B(O)O)=N1.Br[C:10]1[CH:15]=[CH:14][C:13]([NH:16][C:17]([N:19]2[CH2:27][C:26]3[C:21](=[CH:22][CH:23]=[CH:24][CH:25]=3)[CH2:20]2)=[O:18])=[CH:12][CH:11]=1.BrC1C=C2C(=CC=1)CN(C(N[C:41]1[CH:46]=[CH:45][C:44]([C:47](=O)[NH:48][CH2:49][CH2:50][CH3:51])=[CH:43][CH:42]=1)=O)C2. (3) Given the product [Br:15][C:16]1[C:17]([F:28])=[C:18]2[C:22](=[C:23]([C:25]([OH:27])=[O:26])[CH:24]=1)[NH:21][CH:20]=[CH:19]2, predict the reactants needed to synthesize it. The reactants are: C(C1C(=O)C(Cl)=C(Cl)C(=O)C=1C#N)#N.[Br:15][C:16]1[C:17]([F:28])=[C:18]2[C:22](=[C:23]([C:25]([OH:27])=[O:26])[CH:24]=1)[NH:21][CH2:20][CH2:19]2.